The task is: Predict the product of the given reaction.. This data is from Forward reaction prediction with 1.9M reactions from USPTO patents (1976-2016). (1) Given the reactants [CH:1](=O)[C:2]1[CH:7]=[CH:6][CH:5]=[CH:4][CH:3]=1.[OH-].[Na+].[CH3:11][C:12]([CH3:14])=[O:13], predict the reaction product. The product is: [CH:1](=[CH:11][C:12]([CH:14]=[CH:1][C:2]1[CH:7]=[CH:6][CH:5]=[CH:4][CH:3]=1)=[O:13])[C:2]1[CH:7]=[CH:6][CH:5]=[CH:4][CH:3]=1. (2) Given the reactants [C:1]([C:3]1[C:8](=O)[NH:7][CH:6]=[C:5]([C:10]([O:12][CH3:13])=[O:11])[CH:4]=1)#[N:2].P(Cl)(Cl)([Cl:16])=O.C([O-])(=O)C.[Na+], predict the reaction product. The product is: [Cl:16][C:8]1[N:7]=[CH:6][C:5]([C:10]([O:12][CH3:13])=[O:11])=[CH:4][C:3]=1[C:1]#[N:2]. (3) Given the reactants [CH3:1][O:2][C:3]1[CH:11]=[CH:10][C:6]([C:7]([OH:9])=O)=[CH:5][CH:4]=1.CCN(C(C)C)C(C)C.Cl.[O:22]=[C:23]1[NH:29][C:28]2[CH:30]=[CH:31][C:32]([C:34]([O:36][CH3:37])=[O:35])=[CH:33][C:27]=2[CH2:26][NH:25][CH2:24]1, predict the reaction product. The product is: [CH3:1][O:2][C:3]1[CH:4]=[CH:5][C:6]([C:7]([N:25]2[CH2:26][C:27]3[CH:33]=[C:32]([C:34]([O:36][CH3:37])=[O:35])[CH:31]=[CH:30][C:28]=3[NH:29][C:23](=[O:22])[CH2:24]2)=[O:9])=[CH:10][CH:11]=1. (4) Given the reactants CCN(C(C)C)C(C)C.[CH3:10][O:11][C:12]1[CH:13]=[CH:14][CH:15]=[C:16]2[C:21]=1[O:20][C:19](=[O:22])[C:18]([C:23]([OH:25])=O)=[CH:17]2.CN(C(ON1N=NC2C=CC=NC1=2)=[N+](C)C)C.F[P-](F)(F)(F)(F)F.[C:50]([O:54][C:55]([N:57]1[C:65]2[C:60](=[CH:61][CH:62]=[CH:63][CH:64]=2)[CH:59]=[C:58]1[C:66]1[CH:71]=[CH:70][CH:69]=[C:68]([NH2:72])[CH:67]=1)=[O:56])([CH3:53])([CH3:52])[CH3:51], predict the reaction product. The product is: [C:50]([O:54][C:55]([N:57]1[C:65]2[C:60](=[CH:61][CH:62]=[CH:63][CH:64]=2)[CH:59]=[C:58]1[C:66]1[CH:71]=[CH:70][CH:69]=[C:68]([NH:72][C:23]([C:18]2[C:19](=[O:22])[O:20][C:21]3[C:16]([CH:17]=2)=[CH:15][CH:14]=[CH:13][C:12]=3[O:11][CH3:10])=[O:25])[CH:67]=1)=[O:56])([CH3:53])([CH3:51])[CH3:52]. (5) The product is: [F:1][C:2]([C:12]([F:13])([F:14])[F:15])([C:8]([F:9])([F:10])[F:11])[CH2:3][CH:4]=[CH2:5]. Given the reactants [F:1][C:2]([C:12]([F:15])([F:14])[F:13])([C:8]([F:11])([F:10])[F:9])[CH2:3][CH:4](I)[CH2:5]O.Cl, predict the reaction product. (6) The product is: [O:3]([C:10]1[CH:11]=[CH:12][C:13]([CH2:14][OH:15])=[CH:16][CH:17]=1)[C:4]1[CH:5]=[CH:6][CH:7]=[CH:8][CH:9]=1. Given the reactants [BH4-].[Na+].[O:3]([C:10]1[CH:17]=[CH:16][C:13]([CH:14]=[O:15])=[CH:12][CH:11]=1)[C:4]1[CH:9]=[CH:8][CH:7]=[CH:6][CH:5]=1.Cl, predict the reaction product. (7) Given the reactants [CH3:1][C:2]1[CH:6]=[CH:5][N:4]([C:7]2[CH:8]=[N:9][CH:10]=[CH:11][CH:12]=2)[N:3]=1.[I:13](O)(=O)=O.II.[S].S([O-])([O-])(=O)=S.[Na+].[Na+], predict the reaction product. The product is: [I:13][C:6]1[C:2]([CH3:1])=[N:3][N:4]([C:7]2[CH:8]=[N:9][CH:10]=[CH:11][CH:12]=2)[CH:5]=1. (8) Given the reactants ON1C2C=CC=CC=2N=N1.[Cl:11][C:12]1[S:41][C:15]2[NH:16][C:17]([C:19]([NH:21][CH:22]3[CH2:31][C:30]4[C:25](=[CH:26][CH:27]=[CH:28][CH:29]=4)[N:24]([CH2:32][C@H:33]4COC(C)(C)O4)[C:23]3=[O:40])=[O:20])=[CH:18][C:14]=2[CH:13]=1.ClC1S[C:46]2[NH:47][C:48](C(NC3CC4C(=CC=CC=4)N(CC(O)CO)C3=O)=O)=CC=2C=1.CCN=C=NCCCN(C)C, predict the reaction product. The product is: [Cl:11][C:12]1[S:41][C:15]2[NH:16][C:17]([C:19]([NH:21][CH:22]3[CH2:31][C:30]4[C:25](=[CH:26][CH:27]=[CH:28][CH:29]=4)[N:24]([CH2:32][CH2:33][N:47]([CH3:48])[CH3:46])[C:23]3=[O:40])=[O:20])=[CH:18][C:14]=2[CH:13]=1. (9) Given the reactants [CH3:1][CH:2]([CH3:34])[C@H:3]([NH:11][S:12]([C:15]1[CH:16]=[CH:17][C:18]2[C:22]3[CH:23]=[C:24]([C:27]#[C:28][Si](C)(C)C)[CH:25]=[CH:26][C:21]=3[O:20][C:19]=2[CH:33]=1)(=[O:14])=[O:13])[C:4]([O:6]C(C)(C)C)=[O:5].C([Si](C)(C)C)#C.COCC#C, predict the reaction product. The product is: [C:27]([C:24]1[CH:25]=[CH:26][C:21]2[O:20][C:19]3[CH:33]=[C:15]([S:12]([NH:11][C@@H:3]([CH:2]([CH3:1])[CH3:34])[C:4]([OH:6])=[O:5])(=[O:14])=[O:13])[CH:16]=[CH:17][C:18]=3[C:22]=2[CH:23]=1)#[CH:28]. (10) The product is: [NH2:15][C:7]1[C:6]([C:4]([C:21]2[CH:22]=[CH:23][C:18]([Cl:17])=[CH:19][CH:20]=2)=[O:5])=[CH:11][N:10]=[C:9]([S:12][CH2:13][CH3:14])[N:8]=1. Given the reactants CON(C)[C:4]([C:6]1[C:7]([NH2:15])=[N:8][C:9]([S:12][CH2:13][CH3:14])=[N:10][CH:11]=1)=[O:5].[Cl:17][C:18]1[CH:23]=[CH:22][C:21]([Mg]Br)=[CH:20][CH:19]=1, predict the reaction product.